Dataset: Forward reaction prediction with 1.9M reactions from USPTO patents (1976-2016). Task: Predict the product of the given reaction. Given the reactants [CH3:1][C:2]1[CH:25]=[C:24]([N+:26]([O-])=O)[CH:23]=[C:22]([CH3:29])[C:3]=1[O:4][C:5]1[CH:10]=[CH:9][C:8]([OH:11])=[C:7]([S:12]([C:15]2[CH:20]=[CH:19][C:18]([F:21])=[CH:17][CH:16]=2)(=[O:14])=[O:13])[CH:6]=1, predict the reaction product. The product is: [NH2:26][C:24]1[CH:23]=[C:22]([CH3:29])[C:3]([O:4][C:5]2[CH:10]=[CH:9][C:8]([OH:11])=[C:7]([S:12]([C:15]3[CH:16]=[CH:17][C:18]([F:21])=[CH:19][CH:20]=3)(=[O:14])=[O:13])[CH:6]=2)=[C:2]([CH3:1])[CH:25]=1.